Task: Predict the reactants needed to synthesize the given product.. Dataset: Full USPTO retrosynthesis dataset with 1.9M reactions from patents (1976-2016) (1) The reactants are: C(Cl)(=O)C(Cl)=O.[CH3:7][O:8][C@H:9]1[C@@H:13]2[O:14][C:15]([CH3:18])([CH3:17])[O:16][C@H:12]2[C@@H:11]([C:19]([OH:21])=O)[O:10]1.[CH2:22]([NH2:24])[CH3:23].O1CCCC1. Given the product [CH2:22]([NH:24][C:19]([C@@H:11]1[C@H:12]2[C@@H:13]([O:14][C:15]([CH3:17])([CH3:18])[O:16]2)[C@H:9]([O:8][CH3:7])[O:10]1)=[O:21])[CH3:23], predict the reactants needed to synthesize it. (2) Given the product [F:21][C:18]1[CH:19]=[CH:20][C:15]([CH2:14][N:12]([CH3:13])[C:7]2[CH:6]=[N:5][C:4]3[C:9](=[CH:10][CH:11]=[C:2]([C:32]4[CH:33]=[N:29][NH:30][CH:31]=4)[CH:3]=3)[N:8]=2)=[CH:16][CH:17]=1, predict the reactants needed to synthesize it. The reactants are: Br[C:2]1[CH:3]=[C:4]2[C:9](=[CH:10][CH:11]=1)[N:8]=[C:7]([N:12]([CH2:14][C:15]1[CH:20]=[CH:19][C:18]([F:21])=[CH:17][CH:16]=1)[CH3:13])[CH:6]=[N:5]2.C([N:29]1[CH:33]=[C:32](B2OC(C)(C)C(C)(C)O2)[CH:31]=[N:30]1)(OC(C)(C)C)=O.C(=O)([O-])[O-].[Cs+].[Cs+].[I-].[K+].